The task is: Predict the reactants needed to synthesize the given product.. This data is from Full USPTO retrosynthesis dataset with 1.9M reactions from patents (1976-2016). Given the product [CH2:26]([CH:33]1[CH2:38][CH2:37][N:36]([CH:10]([C:2]2[N:3]([CH3:17])[C:4]3[CH:9]=[CH:8][CH:7]=[CH:6][C:5]=3[N:1]=2)[CH3:11])[CH2:35][CH2:34]1)[C:27]1[CH:32]=[CH:31][CH:30]=[CH:29][CH:28]=1, predict the reactants needed to synthesize it. The reactants are: [NH:1]1[C:5]2[CH:6]=[CH:7][CH:8]=[CH:9][C:4]=2[N:3]=[C:2]1[CH:10](O)[CH3:11].S(Cl)(Cl)=O.[CH:17](N(C(C)C)CC)(C)C.[CH2:26]([CH:33]1[CH2:38][CH2:37][NH:36][CH2:35][CH2:34]1)[C:27]1[CH:32]=[CH:31][CH:30]=[CH:29][CH:28]=1.[H-].[Na+].CI.